This data is from Peptide-MHC class II binding affinity with 134,281 pairs from IEDB. The task is: Regression. Given a peptide amino acid sequence and an MHC pseudo amino acid sequence, predict their binding affinity value. This is MHC class II binding data. (1) The peptide sequence is TISNNLFFNHHKVML. The MHC is HLA-DPA10201-DPB10101 with pseudo-sequence HLA-DPA10201-DPB10101. The binding affinity (normalized) is 0.429. (2) The peptide sequence is EEDIEIIPKQEEEY. The MHC is HLA-DPA10201-DPB10501 with pseudo-sequence HLA-DPA10201-DPB10501. The binding affinity (normalized) is 0. (3) The peptide sequence is THIFAEVLKD. The MHC is HLA-DPA10201-DPB10101 with pseudo-sequence HLA-DPA10201-DPB10101. The binding affinity (normalized) is 0.530. (4) The peptide sequence is IGNGGPCLFMRTVSH. The MHC is DRB1_0401 with pseudo-sequence DRB1_0401. The binding affinity (normalized) is 0.515. (5) The peptide sequence is QKQLLTNHLINTPKI. The MHC is DRB1_1501 with pseudo-sequence DRB1_1501. The binding affinity (normalized) is 0.423. (6) The peptide sequence is ANFKFRDLLFKLLEY. The MHC is DRB1_0101 with pseudo-sequence DRB1_0101. The binding affinity (normalized) is 0.335. (7) The peptide sequence is GVLYVGSKTKEGVVH. The MHC is HLA-DPA10301-DPB10402 with pseudo-sequence HLA-DPA10301-DPB10402. The binding affinity (normalized) is 0.345. (8) The binding affinity (normalized) is 0.136. The MHC is DRB3_0101 with pseudo-sequence DRB3_0101. The peptide sequence is PGVDYTITVYAVTYY. (9) The peptide sequence is GRFYIQMCTELKLSDYEG. The MHC is DRB1_0802 with pseudo-sequence DRB1_0802. The binding affinity (normalized) is 0.428.